From a dataset of Forward reaction prediction with 1.9M reactions from USPTO patents (1976-2016). Predict the product of the given reaction. (1) Given the reactants ClC1N=CN=C(NC2C=CC(N3C[CH2:19][N:18]([CH:21]4[CH2:24][O:23][CH2:22]4)CC3)=CC=2)N=1.O=S1(=O)CCC(O[C:33]2[CH:40]=[CH:39][C:38]([B:41]3[O:45][C:44]([CH3:47])([CH3:46])[C:43]([CH3:49])([CH3:48])[O:42]3)=[CH:37][C:34]=2[C:35]#[N:36])CC1.C(=O)([O-])[O-].[Na+].[Na+], predict the reaction product. The product is: [CH3:22][O:23][CH:24]1[CH2:19][N:18]([C:33]2[CH:40]=[CH:39][C:38]([B:41]3[O:42][C:43]([CH3:48])([CH3:49])[C:44]([CH3:46])([CH3:47])[O:45]3)=[CH:37][C:34]=2[C:35]#[N:36])[CH2:21]1. (2) The product is: [F:27][C:26]([F:28])([F:29])[C:25]([NH:31][CH:32]([C:35]1[CH:40]=[CH:39][CH:38]=[CH:37][CH:36]=1)[CH2:33][OH:34])([CH3:30])[CH2:24][NH:23][C:16](=[O:17])[O:18][C:19]([CH3:20])([CH3:21])[CH3:22]. Given the reactants C(N(CC)CC)C.[C:16](O[C:16]([O:18][C:19]([CH3:22])([CH3:21])[CH3:20])=[O:17])([O:18][C:19]([CH3:22])([CH3:21])[CH3:20])=[O:17].[NH2:23][CH2:24][C:25]([NH:31][CH:32]([C:35]1[CH:40]=[CH:39][CH:38]=[CH:37][CH:36]=1)[CH2:33][OH:34])([CH3:30])[C:26]([F:29])([F:28])[F:27], predict the reaction product. (3) The product is: [CH2:1]([C@@H:3]1[CH2:4][CH2:5][C@H:6]([O:9][C:10]2[C:11]([C:22]([F:23])([F:24])[F:25])=[C:12]3[C:17](=[CH:18][CH:19]=2)[CH:16]=[C:15]([CH:20]([OH:21])[CH3:27])[CH:14]=[CH:13]3)[CH2:7][CH2:8]1)[CH3:2]. Given the reactants [CH2:1]([C@@H:3]1[CH2:8][CH2:7][C@H:6]([O:9][C:10]2[C:11]([C:22]([F:25])([F:24])[F:23])=[C:12]3[C:17](=[CH:18][CH:19]=2)[CH:16]=[C:15]([CH:20]=[O:21])[CH:14]=[CH:13]3)[CH2:5][CH2:4]1)[CH3:2].O1CCC[CH2:27]1.CC(C)=O.C(=O)=O.CBr, predict the reaction product. (4) Given the reactants Br[C:2]1[CH:7]=[CH:6][CH:5]=[CH:4][N:3]=1.[Br:8][C:9]1[CH:10]=[C:11](O)[CH:12]=[CH:13][CH:14]=1.C(=O)([O-])[O-].[K+].[K+].[OH-].[Na+], predict the reaction product. The product is: [Br:8][C:9]1[CH:14]=[C:13]([C:2]2[CH:7]=[CH:6][CH:5]=[CH:4][N:3]=2)[CH:12]=[CH:11][CH:10]=1. (5) Given the reactants [Cl:1][C:2]1[C:3]([CH2:16][CH3:17])=[C:4]([C:11]([CH2:14][CH3:15])=[CH:12][CH:13]=1)[CH2:5][C:6]1[NH:7][CH2:8][CH2:9][N:10]=1.C1(N(Cl)C(=O)N(Cl)C(=O)N1Cl)=O.C1CCN2C(=NCCC2)CC1, predict the reaction product. The product is: [Cl:1][C:2]1[C:3]([CH2:16][CH3:17])=[C:4]([C:11]([CH2:14][CH3:15])=[CH:12][CH:13]=1)[CH2:5][C:6]1[NH:10][CH:9]=[CH:8][N:7]=1. (6) Given the reactants ClC1C=C(C=CC=1)C(OO)=[O:6].[CH:12]1([C:15]2[CH:20]=[CH:19][N:18]=[C:17]([C:21]3[CH:22]=[N:23][C:24]([N:27]4[C:35]5[C:30](=[CH:31][CH:32]=[C:33]([C:36]([N:38]6[CH2:42][CH2:41][CH2:40][CH2:39]6)=[O:37])[CH:34]=5)[C:29]([S:43][CH3:44])=[CH:28]4)=[N:25][CH:26]=3)[CH:16]=2)[CH2:14][CH2:13]1, predict the reaction product. The product is: [CH:12]1([C:15]2[CH:20]=[CH:19][N:18]=[C:17]([C:21]3[CH:26]=[N:25][C:24]([N:27]4[C:35]5[C:30](=[CH:31][CH:32]=[C:33]([C:36]([N:38]6[CH2:42][CH2:41][CH2:40][CH2:39]6)=[O:37])[CH:34]=5)[C:29]([S:43]([CH3:44])=[O:6])=[CH:28]4)=[N:23][CH:22]=3)[CH:16]=2)[CH2:13][CH2:14]1. (7) Given the reactants C(N(C(C)C)C(C)C)C.Cl[C:11]1[C:12]2[C:19]([Cl:20])=[CH:18][NH:17][C:13]=2[N:14]=[CH:15][N:16]=1.[NH:21]1[C:25]2[CH:26]=[CH:27][CH:28]=[CH:29][C:24]=2[N:23]=[C:22]1[C:30]1([CH2:36][N:37]=C(C2C=CC=CC=2)C2C=CC=CC=2)[CH2:35][CH2:34][NH:33][CH2:32][CH2:31]1.Cl.C(O)(C)C, predict the reaction product. The product is: [NH:21]1[C:25]2[CH:26]=[CH:27][CH:28]=[CH:29][C:24]=2[N:23]=[C:22]1[C:30]1([CH2:36][NH2:37])[CH2:31][CH2:32][N:33]([C:11]2[C:12]3[C:19]([Cl:20])=[CH:18][NH:17][C:13]=3[N:14]=[CH:15][N:16]=2)[CH2:34][CH2:35]1.